Dataset: Reaction yield outcomes from USPTO patents with 853,638 reactions. Task: Predict the reaction yield, written as a fraction of the theoretical maximum amount of product (1.0 means a 100% yield; for example, 0.34 means a 34% yield). The reactants are [CH2:1]([S:3](Cl)(=[O:5])=[O:4])[CH3:2].C(N(CC)CC)C.[C:14]1([C:20]2[O:24][N:23]=[C:22]([C:25]3[C:26]([NH2:37])=[N:27][CH:28]=[C:29]([C:31]4[CH2:32][CH2:33][NH:34][CH2:35][CH:36]=4)[N:30]=3)[N:21]=2)[CH:19]=[CH:18][CH:17]=[CH:16][CH:15]=1. The catalyst is ClCCl. The product is [CH2:1]([S:3]([N:34]1[CH2:35][CH:36]=[C:31]([C:29]2[N:30]=[C:25]([C:22]3[N:21]=[C:20]([C:14]4[CH:19]=[CH:18][CH:17]=[CH:16][CH:15]=4)[O:24][N:23]=3)[C:26]([NH2:37])=[N:27][CH:28]=2)[CH2:32][CH2:33]1)(=[O:5])=[O:4])[CH3:2]. The yield is 0.400.